From a dataset of Forward reaction prediction with 1.9M reactions from USPTO patents (1976-2016). Predict the product of the given reaction. (1) Given the reactants [CH2:1]1[C:10]2[C:5](=[CH:6][CH:7]=[CH:8][C:9]=2[CH2:11][N:12]2[C:16]3[CH:17]=[C:18]([F:41])[C:19]([S:21]([N:24](CC4C=CC(OC)=CC=4OC)[C:25]4[S:29][N:28]=[CH:27][N:26]=4)(=[O:23])=[O:22])=[CH:20][C:15]=3[O:14][C:13]2=[O:42])[CH2:4][CH2:3][C:2]21OCC[O:43]2.C(O)(C(F)(F)F)=O, predict the reaction product. The product is: [F:41][C:18]1[C:19]([S:21]([NH:24][C:25]2[S:29][N:28]=[CH:27][N:26]=2)(=[O:22])=[O:23])=[CH:20][C:15]2[O:14][C:13](=[O:42])[N:12]([CH2:11][C:9]3[C:10]4[CH2:1][C:2](=[O:43])[CH2:3][CH2:4][C:5]=4[CH:6]=[CH:7][CH:8]=3)[C:16]=2[CH:17]=1. (2) Given the reactants [CH3:1][CH:2](N(CC1NC2C=CC=C(N3CCN(C)CC3)C=2N=1)C1C2N=CC=CC=2CCC1)[CH3:3].[CH3:32][CH:33]([N:35]([CH2:46][C:47]1[NH:51][C:50]2[CH:52]=[CH:53][CH:54]=[C:55]([N:56]3[CH2:61][CH2:60][N:59](C(OC(C)(C)C)=O)[CH2:58][CH2:57]3)[C:49]=2[N:48]=1)[CH:36]1[C:45]2[N:44]=[CH:43][CH:42]=[CH:41][C:40]=2[CH2:39][CH2:38][CH2:37]1)[CH3:34].CC(C)=O, predict the reaction product. The product is: [CH3:32][CH:33]([N:35]([CH2:46][C:47]1[NH:51][C:50]2[CH:52]=[CH:53][CH:54]=[C:55]([N:56]3[CH2:61][CH2:60][N:59]([CH:2]([CH3:3])[CH3:1])[CH2:58][CH2:57]3)[C:49]=2[N:48]=1)[CH:36]1[C:45]2[N:44]=[CH:43][CH:42]=[CH:41][C:40]=2[CH2:39][CH2:38][CH2:37]1)[CH3:34]. (3) Given the reactants [OH-].[NH4+:2].C(OC([NH:10][C@H:11]([C:17]1[NH:21][C:20]2[CH:22]=[CH:23][C:24]([C:26]3[CH:31]=[CH:30][C:29]([C:32]#[N:33])=[C:28]([F:34])[CH:27]=3)=[CH:25][C:19]=2[N:18]=1)[C@@H:12]([CH3:16])[C:13](O)=[O:14])=O)(C)(C)C, predict the reaction product. The product is: [NH2:10][C@H:11]([C:17]1[NH:21][C:20]2[CH:22]=[CH:23][C:24]([C:26]3[CH:31]=[CH:30][C:29]([C:32]#[N:33])=[C:28]([F:34])[CH:27]=3)=[CH:25][C:19]=2[N:18]=1)[C@@H:12]([CH3:16])[C:13]([NH2:2])=[O:14]. (4) Given the reactants CO[C:3](=[O:10])[C@@H:4]1[CH2:8][CH2:7][C:6](=[O:9])[NH:5]1.[NH:11]1[CH2:16][CH2:15][O:14][CH2:13][CH2:12]1, predict the reaction product. The product is: [N:11]1([C:3]([CH:4]2[NH:5][C:6](=[O:9])[CH2:7][CH2:8]2)=[O:10])[CH2:16][CH2:15][O:14][CH2:13][CH2:12]1. (5) Given the reactants Cl.[F:2][C:3]1[C:8]([F:9])=[CH:7][CH:6]=[CH:5][C:4]=1[C@@H:10]([NH2:12])[CH3:11].C([O:17][C:18]([C:20]1[CH:25]=[CH:24][CH:23]=[CH:22][C:21]=1[C:26]1[CH:31]=[CH:30][C:29]([CH2:32][N:33]2[C:41]3[C:36](=[CH:37][C:38]([C:42](O)=[O:43])=[CH:39][CH:40]=3)[C:35]([CH3:45])=[C:34]2[CH3:46])=[CH:28][CH:27]=1)=[O:19])(C)(C)C, predict the reaction product. The product is: [F:2][C:3]1[C:8]([F:9])=[CH:7][CH:6]=[CH:5][C:4]=1[C@@H:10]([NH:12][C:42]([C:38]1[CH:37]=[C:36]2[C:41](=[CH:40][CH:39]=1)[N:33]([CH2:32][C:29]1[CH:28]=[CH:27][C:26]([C:21]3[C:20]([C:18]([OH:19])=[O:17])=[CH:25][CH:24]=[CH:23][CH:22]=3)=[CH:31][CH:30]=1)[C:34]([CH3:46])=[C:35]2[CH3:45])=[O:43])[CH3:11].